This data is from Reaction yield outcomes from USPTO patents with 853,638 reactions. The task is: Predict the reaction yield, written as a fraction of the theoretical maximum amount of product (1.0 means a 100% yield; for example, 0.34 means a 34% yield). (1) The reactants are [NH2:1][C:2]1[C:3]2[N:4]([C:8]([C@@H:12]3[CH2:16][CH2:15][CH2:14][N:13]3C(OCC3C=CC=CC=3)=O)=[N:9][C:10]=2Br)[CH:5]=[CH:6][N:7]=1.[S:27]1[CH:31]=[CH:30][N:29]=[C:28]1[NH:32][C:33](=[O:43])[C:34]1[CH:39]=[CH:38][C:37](B(O)O)=[CH:36][CH:35]=1. No catalyst specified. The product is [NH2:1][C:2]1[C:3]2[N:4]([C:8]([C@@H:12]3[CH2:16][CH2:15][CH2:14][NH:13]3)=[N:9][C:10]=2[C:37]2[CH:38]=[CH:39][C:34]([C:33]([NH:32][C:28]3[S:27][CH:31]=[CH:30][N:29]=3)=[O:43])=[CH:35][CH:36]=2)[CH:5]=[CH:6][N:7]=1. The yield is 0.731. (2) The product is [C:2]1([C:22]2[CH:27]=[CH:26][CH:25]=[CH:24][CH:23]=2)[CH:7]=[CH:6][CH:5]=[C:4]([N:8]2[CH2:13][CH2:12][C:11]([CH3:20])([C:14]3[CH:19]=[CH:18][CH:17]=[CH:16][CH:15]=3)[O:10][C:9]2=[O:21])[CH:3]=1. The yield is 0.200. The catalyst is C1COCC1.O. The reactants are Br[C:2]1[CH:3]=[C:4]([N:8]2[CH2:13][CH2:12][C:11]([CH3:20])([C:14]3[CH:19]=[CH:18][CH:17]=[CH:16][CH:15]=3)[O:10][C:9]2=[O:21])[CH:5]=[CH:6][CH:7]=1.[C:22]1(B(O)O)[CH:27]=[CH:26][CH:25]=[CH:24][CH:23]=1.C([O-])(O)=O.[Na+]. (3) The yield is 0.610. The reactants are [NH2:1][C:2]1[C:17]([C:18]([F:21])([F:20])[F:19])=[CH:16][CH:15]=[CH:14][C:3]=1[C:4]([NH:6][C:7]1[CH:12]=[CH:11][CH:10]=[CH:9][C:8]=1[Cl:13])=[O:5].[Cl:22][CH2:23][C:24](Cl)=O. The product is [Cl:22][CH2:23][C:24]1[N:6]([C:7]2[CH:12]=[CH:11][CH:10]=[CH:9][C:8]=2[Cl:13])[C:4](=[O:5])[C:3]2[C:2](=[C:17]([C:18]([F:21])([F:19])[F:20])[CH:16]=[CH:15][CH:14]=2)[N:1]=1. The catalyst is C(O)(=O)C. (4) The reactants are Br[CH2:2][CH2:3][CH2:4][CH2:5][CH2:6][CH2:7][OH:8].[CH3:9][S:10]([OH:12])=[O:11].CCO.O. The catalyst is CO.C(Cl)Cl. The product is [CH3:9][S:10]([CH2:2][CH2:3][CH2:4][CH2:5][CH2:6][CH2:7][OH:8])(=[O:12])=[O:11]. The yield is 0.480. (5) The reactants are [O:1]=[C:2]1[CH2:5][CH:4]([CH2:6][CH2:7][C:8]([O:10]CC)=[O:9])[CH2:3]1.O.[OH-].[Na+]. The catalyst is CO. The product is [O:1]=[C:2]1[CH2:5][CH:4]([CH2:6][CH2:7][C:8]([OH:10])=[O:9])[CH2:3]1. The yield is 0.940.